Dataset: Experimentally validated miRNA-target interactions with 360,000+ pairs, plus equal number of negative samples. Task: Binary Classification. Given a miRNA mature sequence and a target amino acid sequence, predict their likelihood of interaction. (1) The miRNA is hsa-miR-3672 with sequence AUGAGACUCAUGUAAAACAUCUU. Result: 0 (no interaction). The protein sequence of the target gene is MARALADLSVNLQVPRVVPSPDSDSDTDLEDPSPRRSAGGLHRSQVIHSGHFMVSSPHSDSLTRRRDQEGPVGLADFGPRSIDPTLTRLFECLSLAYSGKLVSPKWKNFKGLKLLCRDKIRLNNAIWRAWYIQYVQRRKSPVCGFVTPLQGSEADEHRKPEAVVLEGNYWKRRIEVVMREYHKWRIYYKKRLRKSSREGDFLAPKQVEGGWPPPERWCEQLFSSVVPVLLGGSEEEPGGRQLLDLDCFLSDISDTLFTMTQPSPSSLQLPSEDAYVGNADMIQPDLTPLQPSLDDFMEIS.... (2) The miRNA is hsa-miR-466 with sequence AUACACAUACACGCAACACACAU. The protein sequence of the target gene is MSPARRCRGMRAAVAASVGLSEGPAGSRSGRLFRPPSPAPAAPGARLLRLPGSGAVQAASPERAGWTEALRAAVAELRAGAVVAVPTDTLYGLACAASCSAALRAVYRLKGRSEAKPLAVCLGRVADVYRYCRVRVPEGLLKDLLPGPVTLVMERSEELNKDLNPFTPLVGIRIPDHAFMQDLAQMFEGPLALTSANLSSQASSLNVEEFQDLWPQLSLVIDGGQIGDGQSPECRLGSTVVDLSVPGKFGIIRPGCALESTTAILQQKYGLLPSHASYL. Result: 1 (interaction). (3) The miRNA is hsa-miR-187-5p with sequence GGCUACAACACAGGACCCGGGC. The protein sequence of the target gene is MKVKKGGGGAGTATESAPGPSGQSVAPIPQPPAESESGSESEPDAGPGPRPGPLQRKQPIGPEDVLGLQRITGDYLCSPEENIYKIDFVRFKIRDMDSGTVLFEIKKPPVSERLPINRRDLDPNAGRFVRYQFTPAFLRLRQVGATVEFTVGDKPVNNFRMIERHYFRNQLLKSFDFHFGFCIPSSKNTCEHIYDFPPLSEELISEMIRHPYETQSDSFYFVDDRLVMHNKADYSYSGTP. Result: 0 (no interaction). (4) The miRNA is mmu-miR-671-3p with sequence UCCGGUUCUCAGGGCUCCACC. The protein sequence of the target gene is MSYQGKKNIPRITSDRLLIKGGRIVNDDQSFYADIYMEDGLIKQIGDNLIVPGGVKTIEANGKMVIPGGIDVHTHFQMPYKGMTTVDDFFQGTKAALAGGTTMIIDHVVPEPESSLTEAYEKWREWADGKSCCDYALHVDITHWNDSVKQEVQSLSKEKGVNSFMVYMAYKDLYQVSNTELYEIFTCLGELGAIAQVHAENGDIIAQEQARMLEMGITGPEGHVLSRPEELEAEAVFRAITVASQTNCPLYVTKVMSKSAADLISQARKKGNVVFGEPITASLGIDGTHYWSKNWAKAAA.... Result: 0 (no interaction). (5) The miRNA is hsa-miR-604 with sequence AGGCUGCGGAAUUCAGGAC. The protein sequence of the target gene is MAAVVAVCGGLGRKKLTHLVTAAVSLTHPGTHTVLWRRGCSQQVSSNEDLPISMENPYKEPLKKCILCGKHVDYKNVQLLSQFVSPFTGCIYGRHITGLCGKKQKEITKAIKRAQIMGFMPVTYKDPAYLKDPKVCNIRYRE. Result: 0 (no interaction). (6) The miRNA is cel-miR-1818 with sequence UGUGGUCUUCAUGCCAUGAUUUU. The protein sequence of the target gene is MLASGLLLVASVAFLSVLVLMSVWKQRKLSGKLPPGPTPLPFIGNYLQLNTEKMYSSLMKISQRYGPVFTIHLGPRRVVVLCGQEAVKEALVDQAEEFSGRGEQATFDWLFKGYGVAFSSGERAKQLRRFSIATLRDFGVGKRGIEERIQEEAGFLIESFRKTNGALIDPTFYLSRTVSNVISSIVFGDRFDYEDKEFLSLLRMMLGSFQFTATSTGQLYEMFSSVMKHLPGPQQQAFKELQGLEDFITKKVEQNQRTLDPNSPRDFIDSFLIRMLEEKKNPNTEFYMKNLVLTTLNLFF.... Result: 0 (no interaction). (7) The miRNA is cgr-miR-29b-3p with sequence UAGCACCAUUUGAAAUCAGUGUU. The protein sequence of the target gene is MGGLKRKHSDLEEEEEEEKWDWSPTALRSYQQALLRISLDKVQRSLGPRAPSLRRHVLIHNTLQQLQAAIRLAPAPALPPEPLFLGEEDFSLSTTIGSILRELDTSMDEMEPPLNPAASSSPQNEIVSQADPVFLEALSSRYLGDSGLDDFFLDIDTSAVEKDVALPPPEPPHSLFCSPGSWEWNELDHIMEIILGS. Result: 0 (no interaction). (8) The miRNA is hsa-miR-924 with sequence AGAGUCUUGUGAUGUCUUGC. The protein sequence of the target gene is MPDENIFLFVPNLIGYARIVFAIISFYFMPCCPLTASSFYLLSGLLDAFDGHAARALNQGTRFGAMLDMLTDRCSTMCLLVNLALLYPGATLFFQISMSLDVASHWLHLHSSVVRGSESHKMIDLSGNPVLRIYYTSRPALFTLCAGNELFYCLLYLFHFSEGPLVGSVGLFRMGLWVTAPIALLKSLISVIHLITAARNMAALDAADRAKKK. Result: 0 (no interaction).